Dataset: Reaction yield outcomes from USPTO patents with 853,638 reactions. Task: Predict the reaction yield, written as a fraction of the theoretical maximum amount of product (1.0 means a 100% yield; for example, 0.34 means a 34% yield). (1) The reactants are [C:1]1(B(O)O)[CH:6]=[CH:5][CH:4]=[CH:3][CH:2]=1.Br[C:11]1[CH:12]=[C:13]2[O:19][C:18]([N:20]3[CH:26]4[CH2:27][CH2:28][N:23]([CH2:24][CH2:25]4)[CH2:22][CH2:21]3)=[N:17][C:14]2=[N:15][CH:16]=1. The yield is 0.270. No catalyst specified. The product is [C:1]1([C:11]2[CH:12]=[C:13]3[O:19][C:18]([N:20]4[CH:26]5[CH2:25][CH2:24][N:23]([CH2:28][CH2:27]5)[CH2:22][CH2:21]4)=[N:17][C:14]3=[N:15][CH:16]=2)[CH:6]=[CH:5][CH:4]=[CH:3][CH:2]=1. (2) The reactants are [CH2:1]([O:3][C:4]([C:6]1[C:7](=[O:21])[O:8][C:9]2[C:14]([CH:15]=1)=[C:13]([CH3:16])[CH:12]=[C:11]([O:17][CH2:18][O:19][CH3:20])[CH:10]=2)=[O:5])[CH3:2].C1C(=O)N([Br:29])C(=O)C1.CC(N=NC(C#N)(C)C)(C#N)C. The catalyst is C(Cl)(Cl)(Cl)Cl. The product is [CH2:1]([O:3][C:4]([C:6]1[C:7](=[O:21])[O:8][C:9]2[C:14]([CH:15]=1)=[C:13]([CH2:16][Br:29])[CH:12]=[C:11]([O:17][CH2:18][O:19][CH3:20])[CH:10]=2)=[O:5])[CH3:2]. The yield is 0.520. (3) The reactants are NCC1C=CN=CC=1.C(I)CCCC.[N:15]1[CH:20]=[CH:19][C:18]([CH2:21][NH:22][CH2:23][CH2:24][CH2:25][CH2:26][CH3:27])=[CH:17][CH:16]=1.Cl[C:29]([O:31][CH3:32])=[O:30]. No catalyst specified. The product is [CH2:23]([N:22]([CH2:21][C:18]1[CH:19]=[CH:20][N:15]=[CH:16][CH:17]=1)[C:29](=[O:30])[O:31][CH3:32])[CH2:24][CH2:25][CH2:26][CH3:27]. The yield is 0.810.